From a dataset of Full USPTO retrosynthesis dataset with 1.9M reactions from patents (1976-2016). Predict the reactants needed to synthesize the given product. Given the product [C:11]([O:10][C@@H:2]1[CH2:1][O:5][C@@H:4]2[C@H:6]([OH:9])[CH2:7][O:8][C@H:3]12)(=[O:18])[CH2:12][CH2:13][CH2:14][CH2:15][CH:16]=[CH2:19], predict the reactants needed to synthesize it. The reactants are: [CH2:1]1[O:5][C@@H:4]2[C@H:6]([OH:9])[CH2:7][O:8][C@@H:3]2[C@@H:2]1[OH:10].[C:11]([OH:18])(=O)[CH2:12][CH2:13][CH2:14][CH:15]=[CH2:16].[CH3:19]CN=C=NCCCN(C)C.